From a dataset of Full USPTO retrosynthesis dataset with 1.9M reactions from patents (1976-2016). Predict the reactants needed to synthesize the given product. (1) Given the product [CH2:1]([O:3][C:4](=[O:5])[CH2:6][C:7]1[CH:8]=[CH:9][C:10]([O:28][CH3:29])=[C:11]([O:12][C:13]2[CH:21]=[CH:20][C:16]([C:17](=[O:19])[NH:36][CH2:35][C:34]3[CH:37]=[CH:38][C:31]([Cl:30])=[CH:32][CH:33]=3)=[CH:15][C:14]=2[CH2:22][S:23][CH:24]([CH3:26])[CH3:25])[CH:27]=1)[CH3:2], predict the reactants needed to synthesize it. The reactants are: [CH2:1]([O:3][C:4]([CH2:6][C:7]1[CH:8]=[CH:9][C:10]([O:28][CH3:29])=[C:11]([CH:27]=1)[O:12][C:13]1[CH:21]=[CH:20][C:16]([C:17]([OH:19])=O)=[CH:15][C:14]=1[CH2:22][S:23][CH:24]([CH3:26])[CH3:25])=[O:5])[CH3:2].[Cl:30][C:31]1[CH:38]=[CH:37][C:34]([CH2:35][NH2:36])=[CH:33][CH:32]=1. (2) Given the product [CH3:14][O:13][S:10]([O-:15])(=[O:12])=[O:11].[CH3:6][S+:7]([CH3:9])[CH3:8], predict the reactants needed to synthesize it. The reactants are: S([O-])(O)(=O)=O.[CH3:6][S+:7]([CH3:9])[CH3:8].[S:10]([O:15]C)([O:13][CH3:14])(=[O:12])=[O:11].CSC. (3) Given the product [CH3:22][C:3]1[C:2]([NH:28][C@H:27]([CH3:29])[C:26]([O:25][CH3:24])=[O:30])=[N:11][C:10]2[C:5]([N:4]=1)=[CH:6][CH:7]=[CH:8][C:9]=2[C:12]1[NH:20][C:19]2[CH2:18][CH2:17][NH:16][C:15](=[O:21])[C:14]=2[CH:13]=1, predict the reactants needed to synthesize it. The reactants are: F[C:2]1[C:3]([CH3:22])=[N:4][C:5]2[C:10]([N:11]=1)=[C:9]([C:12]1[NH:20][C:19]3[CH2:18][CH2:17][NH:16][C:15](=[O:21])[C:14]=3[CH:13]=1)[CH:8]=[CH:7][CH:6]=2.Cl.[CH3:24][O:25][C:26](=[O:30])[C@@H:27]([CH3:29])[NH2:28].CCN(C(C)C)C(C)C.CO.C(Cl)Cl. (4) The reactants are: [Cl:1][C:2]1[CH:10]=[C:9]2[C:5]([C:6]([C:15]([N:17]3[CH2:22][CH2:21][CH:20]([C:23]4[C:28]([O:29][CH3:30])=[CH:27][CH:26]=[CH:25][C:24]=4[O:31][CH3:32])[CH2:19][CH2:18]3)=[O:16])=[CH:7][N:8]2[CH2:11][C:12]([OH:14])=O)=[CH:4][CH:3]=1.C(O[C:38](=O)[N:39]([CH2:41][CH2:42][NH2:43])C)(C)(C)C.C(O)(C(F)(F)F)=O. Given the product [Cl:1][C:2]1[CH:10]=[C:9]2[C:5]([C:6]([C:15]([N:17]3[CH2:18][CH2:19][CH:20]([C:23]4[C:24]([O:31][CH3:32])=[CH:25][CH:26]=[CH:27][C:28]=4[O:29][CH3:30])[CH2:21][CH2:22]3)=[O:16])=[CH:7][N:8]2[CH2:11][C:12]([NH:43][CH2:42][CH2:41][NH:39][CH3:38])=[O:14])=[CH:4][CH:3]=1, predict the reactants needed to synthesize it. (5) Given the product [NH2:18][C@:13]1([C:11]([NH:10][S:7]([C:4]2([CH2:1][CH2:2][CH3:3])[CH2:6][CH2:5]2)(=[O:9])=[O:8])=[O:12])[CH2:15][C@H:14]1[CH:16]=[CH2:17], predict the reactants needed to synthesize it. The reactants are: [CH2:1]([C:4]1([S:7]([NH:10][C:11]([C@@:13]2([NH:18]C(=O)OC(C)(C)C)[CH2:15][C@H:14]2[CH:16]=[CH2:17])=[O:12])(=[O:9])=[O:8])[CH2:6][CH2:5]1)[CH2:2][CH3:3].Cl. (6) Given the product [CH3:26][O:27][C:28]1[N:33]=[C:32]([NH:34][C:44]([N:47]2[CH2:48][CH2:49][C:6](=[CH:5][C:8]3[CH:24]=[CH:23][CH:22]=[C:10]([O:11][C:12]4[CH:17]=[CH:16][C:15]([C:18]([F:19])([F:20])[F:21])=[CH:14][N:13]=4)[CH:9]=3)[CH2:52][CH2:50]2)=[O:55])[CH:31]=[N:30][CH:29]=1, predict the reactants needed to synthesize it. The reactants are: Cl.N1C[CH2:6][C:5](=[C:8]2[CH:24]=[CH:23][CH:22]=[C:10]([O:11][C:12]3[CH:17]=[CH:16][C:15]([C:18]([F:21])([F:20])[F:19])=[CH:14][N:13]=3)[CH:9]2C)CC1.[CH3:26][O:27][C:28]1[N:33]=[C:32]([NH:34]C(=O)OC2C=CC=CC=2)[CH:31]=[N:30][CH:29]=1.[CH:44]([N:47]([CH:50]([CH3:52])C)[CH2:48][CH3:49])(C)C.CS(C)=[O:55]. (7) Given the product [N+:1]([C:4]1[CH:10]=[CH:9][C:7]([NH:8][CH2:12][CH2:11][C:13]2[CH:18]=[CH:17][CH:16]=[CH:15][N:14]=2)=[CH:6][CH:5]=1)([O-:3])=[O:2], predict the reactants needed to synthesize it. The reactants are: [N+:1]([C:4]1[CH:10]=[CH:9][C:7]([NH2:8])=[CH:6][CH:5]=1)([O-:3])=[O:2].[CH:11]([C:13]1[CH:18]=[CH:17][CH:16]=[CH:15][N:14]=1)=[CH2:12].Cl.C(OCC)(=O)C. (8) Given the product [NH2:39][C:40]1[CH:45]=[CH:44][N:43]=[C:42]([C:27]2[CH:28]=[CH:29][C:24]([C:9]3[N:8]([C:5]4[CH:4]=[CH:3][C:2]([Cl:1])=[CH:7][CH:6]=4)[C:13](=[O:14])[C:12]4[CH:15]=[N:16][N:17]([C:18]5[CH:23]=[CH:22][CH:21]=[CH:20][CH:19]=5)[C:11]=4[N:10]=3)=[CH:25][CH:26]=2)[CH:41]=1, predict the reactants needed to synthesize it. The reactants are: [Cl:1][C:2]1[CH:7]=[CH:6][C:5]([N:8]2[C:13](=[O:14])[C:12]3[CH:15]=[N:16][N:17]([C:18]4[CH:23]=[CH:22][CH:21]=[CH:20][CH:19]=4)[C:11]=3[N:10]=[C:9]2[C:24]2[CH:29]=[CH:28][C:27](B3OC(C)(C)C(C)(C)O3)=[CH:26][CH:25]=2)=[CH:4][CH:3]=1.[NH2:39][C:40]1[CH:45]=[CH:44][N:43]=[C:42](Cl)[CH:41]=1.C([O-])([O-])=O.[Cs+].[Cs+].[Cl-].C(C1C=CC=C(C(C)C)C=1[N+]1C=CN(C2C(C(C)C)=CC=CC=2C(C)C)C=1)(C)C.